Dataset: Reaction yield outcomes from USPTO patents with 853,638 reactions. Task: Predict the reaction yield, written as a fraction of the theoretical maximum amount of product (1.0 means a 100% yield; for example, 0.34 means a 34% yield). (1) The reactants are [H-].[Na+].[Cl:3][C:4]1[CH:20]=[CH:19][C:7]([NH:8][S:9]([C:12]2[CH:17]=[CH:16][C:15]([CH3:18])=[CH:14][CH:13]=2)(=[O:11])=[O:10])=[C:6]([N+:21]([O-:23])=[O:22])[CH:5]=1.[CH2:24](I)[CH3:25].O. The catalyst is CN(C=O)C. The product is [Cl:3][C:4]1[CH:20]=[CH:19][C:7]([N:8]([CH2:24][CH3:25])[S:9]([C:12]2[CH:13]=[CH:14][C:15]([CH3:18])=[CH:16][CH:17]=2)(=[O:11])=[O:10])=[C:6]([N+:21]([O-:23])=[O:22])[CH:5]=1. The yield is 0.740. (2) The reactants are FC(F)(F)[C:3]([OH:5])=O.[NH2:8][CH2:9][C:10]1[CH:36]=[C:35]([F:37])[CH:34]=[CH:33][C:11]=1[CH2:12][O:13][C:14]1[CH:19]=[C:18]([CH3:20])[N:17]([C:21]2[CH:22]=[C:23]([CH:28]=[CH:29][C:30]=2[CH3:31])[C:24]([O:26][CH3:27])=[O:25])[C:16](=[O:32])[CH:15]=1.C[N:39]1CCO[CH2:41][CH2:40]1.C(N)C. The catalyst is CC(N(C)C)=O.C1COCC1. The product is [CH2:40]([NH:39][C:3]([NH:8][CH2:9][C:10]1[CH:36]=[C:35]([F:37])[CH:34]=[CH:33][C:11]=1[CH2:12][O:13][C:14]1[CH:19]=[C:18]([CH3:20])[N:17]([C:21]2[CH:22]=[C:23]([CH:28]=[CH:29][C:30]=2[CH3:31])[C:24]([O:26][CH3:27])=[O:25])[C:16](=[O:32])[CH:15]=1)=[O:5])[CH3:41]. The yield is 1.00. (3) The reactants are [CH:1](=[N:8][C:9]1[CH:17]=[CH:16][CH:15]=[C:14]2[C:10]=1[CH2:11][O:12][C:13]2=[O:18])[C:2]1[CH:7]=[CH:6][CH:5]=[CH:4][CH:3]=1.[CH:19](=O)[CH:20]([CH3:22])[CH3:21].[CH3:24][O-:25].[Na+]. The catalyst is C(OCC)(=O)CC. The product is [CH:20]([CH:22]1[C:24](=[O:25])[C:10]2[C:14]([C:13]([O:12][CH3:11])=[O:18])=[CH:15][CH:16]=[CH:17][C:9]=2[NH:8][CH:1]1[C:2]1[CH:7]=[CH:6][CH:5]=[CH:4][CH:3]=1)([CH3:21])[CH3:19]. The yield is 0.110. (4) The yield is 0.860. The product is [Cl:8][CH2:9][C:10]1[CH:11]=[C:12]([CH:16]=[CH:17][CH:18]=1)[C:13]([NH:1][C:2]1[CH:7]=[CH:6][CH:5]=[CH:4][CH:3]=1)=[O:14]. The reactants are [NH2:1][C:2]1[CH:7]=[CH:6][CH:5]=[CH:4][CH:3]=1.[Cl:8][CH2:9][C:10]1[CH:11]=[C:12]([CH:16]=[CH:17][CH:18]=1)[C:13](Cl)=[O:14]. The catalyst is C(Cl)Cl. (5) The reactants are C(OC(=O)[NH:7][C@@H:8]([C:13]1[CH:17]=[CH:16][S:15][CH:14]=1)[CH2:9][N:10]=[N+:11]=[N-:12])(C)(C)C. The catalyst is C(O)(C(F)(F)F)=O.C(Cl)Cl.C(Cl)Cl. The product is [N:10]([CH2:9][C@@H:8]([NH2:7])[C:13]1[CH:17]=[CH:16][S:15][CH:14]=1)=[N+:11]=[N-:12]. The yield is 0.920. (6) The reactants are [N+:1]([C:4]1[C:5]([C:15]([N:17]2[CH2:22][CH2:21][O:20][CH2:19][CH2:18]2)=[O:16])=[N:6][N:7]([C:9]2[CH:14]=[CH:13][CH:12]=[CH:11][CH:10]=2)[CH:8]=1)([O-])=O. The catalyst is CCOC(C)=O.[Pd]. The product is [N:17]1([C:15]([C:5]2[C:4]([NH2:1])=[CH:8][N:7]([C:9]3[CH:10]=[CH:11][CH:12]=[CH:13][CH:14]=3)[N:6]=2)=[O:16])[CH2:22][CH2:21][O:20][CH2:19][CH2:18]1. The yield is 0.920. (7) The reactants are [CH3:1][O:2][C:3]1[N:8]=[C:7]([CH2:9]O)[CH:6]=[CH:5][CH:4]=1.S(Cl)([Cl:13])=O.C(=O)([O-])O.[Na+]. The catalyst is ClCCl. The product is [Cl:13][CH2:9][C:7]1[CH:6]=[CH:5][CH:4]=[C:3]([O:2][CH3:1])[N:8]=1. The yield is 0.890. (8) The reactants are [O:1]=[C:2]1[CH2:6][S:5][C:4](=[S:7])[N:3]1[NH:8][C:9]1[CH:17]=[CH:16][CH:15]=[CH:14][C:10]=1[C:11]([OH:13])=[O:12].[Cl:18][C:19]1[CH:24]=[CH:23][CH:22]=[CH:21][C:20]=1[C:25]1[O:29][C:28]([CH:30]=O)=[CH:27][CH:26]=1.C(O)(=O)C.C(O)(=O)C.C(N)CN.S([O-])(O)=O.[Na+]. The catalyst is CO. The product is [Cl:18][C:19]1[CH:24]=[CH:23][CH:22]=[CH:21][C:20]=1[C:25]1[O:29][C:28]([CH:30]=[C:6]2[S:5][C:4](=[S:7])[N:3]([NH:8][C:9]3[CH:17]=[CH:16][CH:15]=[CH:14][C:10]=3[C:11]([OH:13])=[O:12])[C:2]2=[O:1])=[CH:27][CH:26]=1. The yield is 0.920. (9) The reactants are [NH2:1][C:2]1[C:18]([CH3:19])=[CH:17][C:16](Br)=[CH:15][C:3]=1[C:4]([O:6][CH2:7][CH:8]([CH2:13][CH3:14])[CH2:9][CH2:10][CH2:11][CH3:12])=[O:5].[Cu](C#N)[C:22]#[N:23]. The catalyst is CN(C)C(=O)C. The product is [NH2:1][C:2]1[C:18]([CH3:19])=[CH:17][C:16]([C:22]#[N:23])=[CH:15][C:3]=1[C:4]([O:6][CH2:7][CH:8]([CH2:13][CH3:14])[CH2:9][CH2:10][CH2:11][CH3:12])=[O:5]. The yield is 0.767. (10) The reactants are [Cl:1][C:2]1[C:7]2[CH2:8][CH2:9][NH:10][C:6]=2[CH:5]=[CH:4][N:3]=1. The catalyst is C1COCC1.O=[Mn]=O. The product is [Cl:1][C:2]1[C:7]2[CH:8]=[CH:9][NH:10][C:6]=2[CH:5]=[CH:4][N:3]=1. The yield is 1.00.